From a dataset of NCI-60 drug combinations with 297,098 pairs across 59 cell lines. Regression. Given two drug SMILES strings and cell line genomic features, predict the synergy score measuring deviation from expected non-interaction effect. (1) Drug 1: CC1OCC2C(O1)C(C(C(O2)OC3C4COC(=O)C4C(C5=CC6=C(C=C35)OCO6)C7=CC(=C(C(=C7)OC)O)OC)O)O. Drug 2: COC1=CC(=CC(=C1O)OC)C2C3C(COC3=O)C(C4=CC5=C(C=C24)OCO5)OC6C(C(C7C(O6)COC(O7)C8=CC=CS8)O)O. Cell line: OVCAR-4. Synergy scores: CSS=9.28, Synergy_ZIP=-3.83, Synergy_Bliss=-1.72, Synergy_Loewe=1.43, Synergy_HSA=1.52. (2) Drug 1: C1=CC(=CC=C1CC(C(=O)O)N)N(CCCl)CCCl.Cl. Drug 2: COCCOC1=C(C=C2C(=C1)C(=NC=N2)NC3=CC=CC(=C3)C#C)OCCOC.Cl. Cell line: OVCAR3. Synergy scores: CSS=19.3, Synergy_ZIP=-7.05, Synergy_Bliss=-1.41, Synergy_Loewe=-4.64, Synergy_HSA=-1.27. (3) Drug 1: CC1=CC2C(CCC3(C2CCC3(C(=O)C)OC(=O)C)C)C4(C1=CC(=O)CC4)C. Drug 2: CN(C)N=NC1=C(NC=N1)C(=O)N. Cell line: SK-MEL-2. Synergy scores: CSS=1.70, Synergy_ZIP=2.52, Synergy_Bliss=4.83, Synergy_Loewe=1.09, Synergy_HSA=1.05. (4) Drug 1: C(CCl)NC(=O)N(CCCl)N=O. Drug 2: C(CN)CNCCSP(=O)(O)O. Cell line: HT29. Synergy scores: CSS=23.8, Synergy_ZIP=7.70, Synergy_Bliss=6.62, Synergy_Loewe=6.92, Synergy_HSA=5.78.